From a dataset of hERG potassium channel inhibition data for cardiac toxicity prediction from Karim et al.. Regression/Classification. Given a drug SMILES string, predict its toxicity properties. Task type varies by dataset: regression for continuous values (e.g., LD50, hERG inhibition percentage) or binary classification for toxic/non-toxic outcomes (e.g., AMES mutagenicity, cardiotoxicity, hepatotoxicity). Dataset: herg_karim. (1) The molecule is COc1ccc2c(c1)[C@]13CCCC[C@@H]1[C@H](C2)N(C)CC3. The result is 1 (blocker). (2) The result is 1 (blocker). The compound is O=C1NCc2ccc(OCCCN3CCN(c4cccc5ccccc45)CC3)cc21. (3) The molecule is c1ccc2c(N3CCN(CCCCOc4ccc5c(c4)CNC5)CC3)cccc2c1. The result is 1 (blocker). (4) The compound is CCOC(=O)c1ccnc([C@]2(c3cnn(C)c3)N[C@@H](c3nc(-c4ccc(F)cc4)c[nH]3)Cc3c2[nH]c2ccccc32)c1. The result is 1 (blocker).